Task: Predict which catalyst facilitates the given reaction.. Dataset: Catalyst prediction with 721,799 reactions and 888 catalyst types from USPTO (1) Reactant: [OH:1][C:2]1[CH:11]=[CH:10][C:5]([C:6]([O:8][CH3:9])=[O:7])=[CH:4][C:3]=1[O:12][CH3:13].Br[CH2:15][CH2:16][CH2:17][Cl:18].C(=O)([O-])[O-].[K+].[K+]. Product: [Cl:18][CH2:17][CH2:16][CH2:15][O:1][C:2]1[CH:11]=[CH:10][C:5]([C:6]([O:8][CH3:9])=[O:7])=[CH:4][C:3]=1[O:12][CH3:13]. The catalyst class is: 311. (2) The catalyst class is: 6. Reactant: S(=O)(=O)(O)O.[N+]([C:9]1[CH:10]=C(S(O)(=O)=O)C=C[CH:14]=1)([O-])=O.OCC(CO)O.[Br:25][C:26]1[CH:32]=[CH:31][C:29]([NH2:30])=[CH:28][C:27]=1[O:33][CH3:34]. Product: [Br:25][C:26]1[CH:32]=[C:31]2[C:29](=[CH:28][C:27]=1[O:33][CH3:34])[N:30]=[CH:10][CH:9]=[CH:14]2. (3) Reactant: C(O)(C(F)(F)F)=O.[CH2:8]([O:15][N:16]1[C:22](=[O:23])[N:21]2[CH2:24][C@H:17]1[CH2:18][CH2:19][C@H:20]2[C:25]1[O:29][N:28]=[C:27]([CH:30]2[CH2:35][CH2:34][N:33](C(OC(C)(C)C)=O)[CH2:32][CH2:31]2)[N:26]=1)[C:9]1[CH:14]=[CH:13][CH:12]=[CH:11][CH:10]=1. Product: [CH2:8]([O:15][N:16]1[C:22](=[O:23])[N:21]2[CH2:24][C@H:17]1[CH2:18][CH2:19][C@H:20]2[C:25]1[O:29][N:28]=[C:27]([CH:30]2[CH2:35][CH2:34][NH:33][CH2:32][CH2:31]2)[N:26]=1)[C:9]1[CH:10]=[CH:11][CH:12]=[CH:13][CH:14]=1. The catalyst class is: 2. (4) Reactant: [OH:1][N:2]=[C:3]([C:5]1[CH:13]=[CH:12][C:11]2[N:10]3[CH2:14][CH2:15][CH:16]([CH2:17][C:18]([O:20][C:21]([CH3:24])([CH3:23])[CH3:22])=[O:19])[C:9]3=[CH:8][C:7]=2[CH:6]=1)[NH2:4].[O:25]1[C:29]2[CH:30]=[CH:31][C:32]([C:34](Cl)=O)=[CH:33][C:28]=2[O:27][CH2:26]1. Product: [O:25]1[C:29]2[CH:30]=[CH:31][C:32]([C:34]3[O:1][N:2]=[C:3]([C:5]4[CH:13]=[CH:12][C:11]5[N:10]6[CH2:14][CH2:15][CH:16]([CH2:17][C:18]([O:20][C:21]([CH3:24])([CH3:23])[CH3:22])=[O:19])[C:9]6=[CH:8][C:7]=5[CH:6]=4)[N:4]=3)=[CH:33][C:28]=2[O:27][CH2:26]1. The catalyst class is: 38. (5) Reactant: C(O[C:4](=[N:6][C:7](=O)[C:8]1[CH:13]=[CH:12][C:11]([Br:14])=[CH:10][CH:9]=1)[CH3:5])C.[NH:16]([C:18]1[N:23]=[CH:22][C:21]([S:24]([NH2:27])(=[O:26])=[O:25])=[CH:20][CH:19]=1)[NH2:17].O. Product: [Br:14][C:11]1[CH:10]=[CH:9][C:8]([C:7]2[N:16]([C:18]3[N:23]=[CH:22][C:21]([S:24]([NH2:27])(=[O:26])=[O:25])=[CH:20][CH:19]=3)[N:17]=[C:4]([CH3:5])[N:6]=2)=[CH:13][CH:12]=1. The catalyst class is: 98.